Dataset: Full USPTO retrosynthesis dataset with 1.9M reactions from patents (1976-2016). Task: Predict the reactants needed to synthesize the given product. (1) Given the product [Cl:1][C:2]1[CH:3]=[C:4]([C:8]2[C:9]3[N:18]([CH2:19][C@H:20]4[CH2:25][CH2:24][C@H:23]([CH3:26])[CH2:22][CH2:21]4)[CH:17]=[C:16]([CH3:27])[C:10]=3[N:11]=[C:12]([C:14]#[N:15])[N:13]=2)[CH:5]=[N:38][CH:7]=1, predict the reactants needed to synthesize it. The reactants are: [Cl:1][C:2]1[CH:3]=[C:4]([C:8]2[C:9]3[N:18]([CH2:19][C@H:20]4[CH2:25][CH2:24][C@H:23]([CH3:26])[CH2:22][CH2:21]4)[CH:17]=[C:16]([CH3:27])[C:10]=3[N:11]=[C:12]([C:14]#[N:15])[N:13]=2)[CH:5]=C[CH:7]=1.ClC1C=C(C2C3N(C[C@H]4CC[C@H](C)CC4)C=C(C)C=3[N:38]=C(C3NC(=O)ON=3)N=2)C=CC=1. (2) The reactants are: [CH2:1]([O:3][C:4](=[O:24])[CH2:5][C:6]1[CH:11]=[CH:10][C:9]([O:12][CH3:13])=[C:8]([O:14][C:15]2[CH:20]=[CH:19][C:18]([Br:21])=[CH:17][C:16]=2[CH2:22]Br)[CH:7]=1)[CH3:2].[CH3:25][CH:26]([SH:28])[CH3:27]. Given the product [CH2:1]([O:3][C:4](=[O:24])[CH2:5][C:6]1[CH:11]=[CH:10][C:9]([O:12][CH3:13])=[C:8]([O:14][C:15]2[CH:20]=[CH:19][C:18]([Br:21])=[CH:17][C:16]=2[CH2:22][S:28][CH:26]([CH3:27])[CH3:25])[CH:7]=1)[CH3:2], predict the reactants needed to synthesize it. (3) Given the product [Cl:1][C:2]1[CH:3]=[C:4]([C:9]([O:11][CH2:12][CH3:13])=[O:10])[CH:5]=[N:6][C:7]=1[I:16], predict the reactants needed to synthesize it. The reactants are: [Cl:1][C:2]1[CH:3]=[C:4]([C:9]([O:11][CH2:12][CH3:13])=[O:10])[CH:5]=[N:6][C:7]=1Cl.[I-].[Na+].[I:16][Si](C)(C)C.ClC1C=C(C(OCC)=O)C=NC=1. (4) Given the product [CH3:1][C:2]([C:21]1[N:26]=[CH:25][C:24]([OH:27])=[CH:23][CH:22]=1)([C:6]1[CH:7]=[CH:8][C:9]([C:29]2[N:30]=[N:31][C:32]([C:35]([F:38])([F:37])[F:36])=[CH:33][CH:34]=2)=[CH:10][CH:11]=1)[CH:3]([CH3:4])[CH3:5], predict the reactants needed to synthesize it. The reactants are: [CH3:1][C:2]([C:21]1[N:26]=[CH:25][C:24]([OH:27])=[CH:23][CH:22]=1)([C:6]1[CH:11]=[CH:10][C:9](B2OC(C)(C)C(C)(C)O2)=[CH:8][CH:7]=1)[CH:3]([CH3:5])[CH3:4].Cl[C:29]1[N:30]=[N:31][C:32]([C:35]([F:38])([F:37])[F:36])=[CH:33][CH:34]=1.CC(C1C=CC(OCC2C=CC=CN=2)=CN=1)(C1C=CC(B2OC(C)(C)C(C)(C)O2)=CC=1)C(C)C.ClC1N=NC(Cl)=CC=1. (5) Given the product [F:4][C:5]1[CH:6]=[C:7]([CH:19]=[CH:20][C:21]=1[F:22])[CH2:8][N:9]1[CH:14]=[CH:13][CH:12]=[C:11]([C:15]([Cl:1])=[O:16])[C:10]1=[O:18], predict the reactants needed to synthesize it. The reactants are: [Cl:1]CCl.[F:4][C:5]1[CH:6]=[C:7]([CH:19]=[CH:20][C:21]=1[F:22])[CH2:8][N:9]1[CH:14]=[CH:13][CH:12]=[C:11]([C:15](O)=[O:16])[C:10]1=[O:18].C(Cl)(C(Cl)=O)=O. (6) Given the product [CH3:13][C:14]1([CH3:24])[O:18]/[C:17](=[CH:19]\[C:20]([N:2]([CH2:3][CH2:4][OH:5])[CH3:1])=[O:21])/[C:16](=[O:23])[O:15]1, predict the reactants needed to synthesize it. The reactants are: [CH3:1][NH:2][CH2:3][CH2:4][OH:5].C(N(CC)CC)C.[CH3:13][C:14]1([CH3:24])[O:18]/[C:17](=[CH:19]\[C:20](Cl)=[O:21])/[C:16](=[O:23])[O:15]1. (7) Given the product [CH3:28][N:31]([CH2:2][C:3]1[CH:4]=[C:5]2[C:9](=[C:10]([N+:12]([O-:14])=[O:13])[CH:11]=1)[NH:8][C:7]([C:15]1[S:16][CH2:17][C@@H:18]([CH2:20][O:21][C:22](=[O:27])[C:23]([CH3:26])([CH3:25])[CH3:24])[N:19]=1)=[CH:6]2)[CH3:32], predict the reactants needed to synthesize it. The reactants are: Cl[CH2:2][C:3]1[CH:4]=[C:5]2[C:9](=[C:10]([N+:12]([O-:14])=[O:13])[CH:11]=1)[NH:8][C:7]([C:15]1[S:16][CH2:17][C@@H:18]([CH2:20][O:21][C:22](=[O:27])[C:23]([CH3:26])([CH3:25])[CH3:24])[N:19]=1)=[CH:6]2.[CH:28]([N:31](C(C)C)[CH2:32]C)(C)C.CNC.O.